From a dataset of Catalyst prediction with 721,799 reactions and 888 catalyst types from USPTO. Predict which catalyst facilitates the given reaction. Reactant: [CH:1]1([NH:5][C:6]2[C:11]([N+:12]([O-])=O)=[CH:10][C:9]([C:15]([F:18])([F:17])[F:16])=[CH:8][N:7]=2)[CH2:4][CH2:3][CH2:2]1.[Cl-].[NH4+].O. Product: [CH:1]1([NH:5][C:6]2[C:11]([NH2:12])=[CH:10][C:9]([C:15]([F:18])([F:16])[F:17])=[CH:8][N:7]=2)[CH2:2][CH2:3][CH2:4]1. The catalyst class is: 447.